Dataset: Full USPTO retrosynthesis dataset with 1.9M reactions from patents (1976-2016). Task: Predict the reactants needed to synthesize the given product. (1) Given the product [CH:19]([C:18]1[CH:17]=[CH:16][CH:15]=[C:14]([CH:22]([CH3:23])[CH3:24])[C:13]=1[N:12]1[C:11]2[CH:25]=[CH:26][CH:27]=[CH:28][C:10]=2[N:9]=[C:8]1[C:4]1[CH:5]=[CH:6][CH:7]=[C:2]([B:32]2[O:33][C:34]([CH3:36])([CH3:35])[C:30]([CH3:46])([CH3:29])[O:31]2)[CH:3]=1)([CH3:21])[CH3:20], predict the reactants needed to synthesize it. The reactants are: Br[C:2]1[CH:3]=[C:4]([C:8]2[N:12]([C:13]3[C:18]([CH:19]([CH3:21])[CH3:20])=[CH:17][CH:16]=[CH:15][C:14]=3[CH:22]([CH3:24])[CH3:23])[C:11]3[CH:25]=[CH:26][CH:27]=[CH:28][C:10]=3[N:9]=2)[CH:5]=[CH:6][CH:7]=1.[CH3:29][C:30]1([CH3:46])[C:34]([CH3:36])([CH3:35])[O:33][B:32]([B:32]2[O:33][C:34]([CH3:36])([CH3:35])[C:30]([CH3:46])([CH3:29])[O:31]2)[O:31]1.C1(P(C2CCCCC2)C2C=CC=CC=2C2C(OC)=CC=CC=2OC)CCCCC1.C([O-])(=O)C.[K+]. (2) Given the product [Cl:1][C:2]1[CH:23]=[CH:22][C:21]([C:24]2[C:29]([F:30])=[CH:28][CH:27]=[CH:26][N:25]=2)=[CH:20][C:3]=1[C:4]([NH:6][C:7]1[N:11]([C:12]2[CH:13]=[CH:14][CH:15]=[CH:16][CH:17]=2)[N:10]=[C:9]([C:18]([NH2:19])=[O:32])[CH:8]=1)=[O:5], predict the reactants needed to synthesize it. The reactants are: [Cl:1][C:2]1[CH:23]=[CH:22][C:21]([C:24]2[C:29]([F:30])=[CH:28][CH:27]=[CH:26][N:25]=2)=[CH:20][C:3]=1[C:4]([NH:6][C:7]1[N:11]([C:12]2[CH:17]=[CH:16][CH:15]=[CH:14][CH:13]=2)[N:10]=[C:9]([C:18]#[N:19])[CH:8]=1)=[O:5].C([O-])([O-])=[O:32].[K+].[K+].OO. (3) Given the product [Cl:7][C:8]1[CH:9]=[C:10]([CH2:11][OH:12])[CH:15]=[C:16]([C:18]2[CH:23]=[CH:22][CH:21]=[CH:20][N:19]=2)[CH:17]=1, predict the reactants needed to synthesize it. The reactants are: [H-].[H-].[H-].[H-].[Li+].[Al+3].[Cl:7][C:8]1[CH:9]=[C:10]([CH:15]=[C:16]([C:18]2[CH:23]=[CH:22][CH:21]=[CH:20][N:19]=2)[CH:17]=1)[C:11](OC)=[O:12].O.[OH-].[Na+].